This data is from Reaction yield outcomes from USPTO patents with 853,638 reactions. The task is: Predict the reaction yield, written as a fraction of the theoretical maximum amount of product (1.0 means a 100% yield; for example, 0.34 means a 34% yield). (1) The reactants are [CH2:1]([N:3]1[CH:7]=[C:6]([C:8]2[S:16][C:15]3[C:10](=[N:11][CH:12]=[CH:13][C:14]=3[O:17][C:18]3[CH:23]=[CH:22][C:21]([NH2:24])=[CH:20][C:19]=3[F:25])[CH:9]=2)[N:5]=[CH:4]1)[CH3:2].F[C:55]1[CH:60]=[C:59](NC(=O)CC(N[C:55]2[CH:60]=[CH:59][CH:58]=[CH:57][C:56]=2[O:61][CH3:62])=O)[CH:58]=[CH:57][C:56]=1[O:61][C:62]1C=CN=C2C=C(C3N(C)C=CN=3)SC=12.COC1C=CC=CC=1NC(=O)CC(O)=O.COC1C=CC=CC=1[NH:87][C:88]([C:90]1([C:93](O)=[O:94])[CH2:92][CH2:91]1)=[O:89]. No catalyst specified. The product is [CH2:1]([N:3]1[CH:7]=[C:6]([C:8]2[S:16][C:15]3[C:10](=[N:11][CH:12]=[CH:13][C:14]=3[O:17][C:18]3[CH:23]=[CH:22][C:21]([N:24]([C:57]4[CH:58]=[CH:59][CH:60]=[CH:55][C:56]=4[O:61][CH3:62])[C:93]([C:90]4([C:88]([NH2:87])=[O:89])[CH2:92][CH2:91]4)=[O:94])=[CH:20][C:19]=3[F:25])[CH:9]=2)[N:5]=[CH:4]1)[CH3:2]. The yield is 0.330. (2) The reactants are Cl[C:2]1[CH:7]=[C:6]([O:8][CH:9]([C:14]2[CH:19]=[CH:18][CH:17]=[CH:16][CH:15]=2)[C:10]([F:13])([F:12])[F:11])[N:5]=[CH:4][N:3]=1.B([C:23]1[CH:34]=[CH:33][C:26]([CH2:27][C@@H:28]([C:30]([OH:32])=[O:31])[NH2:29])=[CH:25][CH:24]=1)(O)O.C(#N)C.C(=O)([O-])[O-].[Na+].[Na+]. The catalyst is O. The product is [NH2:29][CH:28]([CH2:27][C:26]1[CH:33]=[CH:34][C:23]([C:2]2[CH:7]=[C:6]([O:8][CH:9]([C:14]3[CH:19]=[CH:18][CH:17]=[CH:16][CH:15]=3)[C:10]([F:13])([F:12])[F:11])[N:5]=[CH:4][N:3]=2)=[CH:24][CH:25]=1)[C:30]([OH:32])=[O:31]. The yield is 0.110. (3) The reactants are C(O)(=O)C.[N+:5]([C:8]1[CH:9]=[C:10]([N:14]2[C:18]([C:19]3[CH:24]=[CH:23][CH:22]=[CH:21][CH:20]=3)=[CH:17][C:16]([C:25]([F:28])([F:27])[F:26])=[N:15]2)[CH:11]=[CH:12][CH:13]=1)([O-])=O. The catalyst is [Pd].C(O)C. The product is [NH2:5][C:8]1[CH:9]=[C:10]([N:14]2[C:18]([C:19]3[CH:24]=[CH:23][CH:22]=[CH:21][CH:20]=3)=[CH:17][C:16]([C:25]([F:28])([F:27])[F:26])=[N:15]2)[CH:11]=[CH:12][CH:13]=1. The yield is 0.914. (4) The reactants are Cl[CH2:2][C:3]1[C:12]2[C:7](=[CH:8][CH:9]=[CH:10][CH:11]=2)[CH:6]=[CH:5][CH:4]=1.[K].[C:14]1(=[O:24])[NH:18][C:17](=[O:19])[C:16]2=[CH:20][CH:21]=[CH:22][CH:23]=[C:15]12. The catalyst is CN(C=O)C. The product is [C:3]1([CH2:2][N:18]2[C:14](=[O:24])[C:15]3[C:16](=[CH:20][CH:21]=[CH:22][CH:23]=3)[C:17]2=[O:19])[C:12]2[C:7](=[CH:8][CH:9]=[CH:10][CH:11]=2)[CH:6]=[CH:5][CH:4]=1. The yield is 0.990. (5) The reactants are [CH3:1][C:2]1[CH:7]=[CH:6][C:5]([N+:8]([O-])=O)=[CH:4][C:3]=1[N:11]1[CH2:15][CH2:14][O:13][C:12]1=[O:16].BrC1C=C([N+]([O-])=O)C=CC=1C.N[C@@H]1CCCC[C@H]1N.O1CCNC1=O.C(=O)([O-])[O-].[K+].[K+]. The catalyst is O1CCOCC1.C(Cl)Cl.[Cu]I. The product is [NH2:8][C:5]1[CH:6]=[CH:7][C:2]([CH3:1])=[C:3]([N:11]2[CH2:15][CH2:14][O:13][C:12]2=[O:16])[CH:4]=1. The yield is 0.470. (6) The reactants are [CH2:1]([O:3][C:4]([C:6]1[CH:10]=[C:9]([CH:11]=O)[O:8][CH:7]=1)=[O:5])[CH3:2].[F:13][C:14]([F:25])([F:24])[O:15][C:16]1[CH:23]=[CH:22][C:19]([CH2:20][NH2:21])=[CH:18][CH:17]=1.[BH4-].[Na+].[ClH:28]. The catalyst is C1(C)C=CC=CC=1.C(O)C. The product is [ClH:28].[CH2:1]([O:3][C:4]([C:6]1[CH:10]=[C:9]([CH2:11][NH:21][CH2:20][C:19]2[CH:22]=[CH:23][C:16]([O:15][C:14]([F:13])([F:24])[F:25])=[CH:17][CH:18]=2)[O:8][CH:7]=1)=[O:5])[CH3:2]. The yield is 0.850. (7) The reactants are [Cl:1][C:2]1[CH:7]=[CH:6][C:5]([N:8]2[C:14](=[O:15])[CH:13](CC)[C:12]3=[N:18][N:19]=[C:20]([CH3:21])[N:11]3[C:10]3[CH:22]=[CH:23][CH:24]=[CH:25][C:9]2=3)=[CH:4][CH:3]=1. The catalyst is O1CCCC1. The product is [Cl:1][C:2]1[CH:7]=[CH:6][C:5]([N:8]2[C:14](=[O:15])[CH2:13][C:12]3=[N:18][N:19]=[C:20]([CH3:21])[N:11]3[C:10]3[CH:22]=[CH:23][CH:24]=[CH:25][C:9]2=3)=[CH:4][CH:3]=1. The yield is 0.120.